From a dataset of Forward reaction prediction with 1.9M reactions from USPTO patents (1976-2016). Predict the product of the given reaction. Given the reactants [CH3:1][NH:2][C:3]([N:5]1[C:13]2[C:8](=[CH:9][C:10]([O:14][C:15]3[CH:20]=[CH:19][N:18]=[C:17]([N:21](C(OC4C=CC=CC=4)=O)[C:22](=O)[O:23]C4C=CC=CC=4)[CH:16]=3)=[CH:11][CH:12]=2)[CH:7]=[CH:6]1)=[O:4].[OH-].[Na+].Cl.[O:43]=[S:44]1(=[O:50])[CH2:49][CH2:48][NH:47][CH2:46][CH2:45]1, predict the reaction product. The product is: [CH3:1][NH:2][C:3]([N:5]1[C:13]2[C:8](=[CH:9][C:10]([O:14][C:15]3[CH:20]=[CH:19][N:18]=[C:17]([NH:21][C:22]([N:47]4[CH2:48][CH2:49][S:44](=[O:50])(=[O:43])[CH2:45][CH2:46]4)=[O:23])[CH:16]=3)=[CH:11][CH:12]=2)[CH:7]=[CH:6]1)=[O:4].